From a dataset of Catalyst prediction with 721,799 reactions and 888 catalyst types from USPTO. Predict which catalyst facilitates the given reaction. (1) The catalyst class is: 31. Product: [C:9]([O:18][C:17](=[O:20])[CH2:8][CH2:7][C:9]1[CH:10]=[CH:11][C:12]([O:15][CH2:24][C:25]([O:27][CH3:28])=[O:26])=[CH:13][CH:14]=1)([CH3:14])([CH3:10])[CH3:7]. Reactant: C(OC(=O)[CH:7]([C:9]1[CH:14]=[CH:13][C:12]([OH:15])=[CH:11][CH:10]=1)[CH3:8])(C)(C)C.[C:17](=[O:20])([O-])[O-:18].[K+].[K+].Br[CH2:24][C:25]([O:27][CH3:28])=[O:26]. (2) Reactant: [OH:1][C:2]1([CH3:8])[CH2:7][CH2:6][S:5][CH2:4][CH2:3]1.C(N(CC)CC)C.[C:16](Cl)(=[O:20])[C:17]([CH3:19])=[CH2:18]. Product: [C:16]([O:1][C:2]1([CH3:8])[CH2:7][CH2:6][S:5][CH2:4][CH2:3]1)(=[O:20])[C:17]([CH3:19])=[CH2:18]. The catalyst class is: 2. (3) Reactant: Cl.[NH2:2][CH2:3][CH2:4][CH2:5][NH:6][C:7](=[O:11])[C:8]([CH3:10])=[CH2:9].N(C(C)(C)C#N)=NC(C)(C)C#N.SC(O)CC. Product: [NH2:2][CH2:3][CH2:4][CH2:5][NH:6][C:7](=[O:11])[C:8]([CH3:10])=[CH2:9]. The catalyst class is: 58. (4) Reactant: C([O:4][C@H:5]1[CH2:22][CH2:21][C@@:20]2([CH3:23])[C@@H:7]([CH2:8][CH2:9][C@:10]3([CH3:51])[C@@H:19]2[CH2:18][CH2:17][C@H:16]2[C@@:11]3([CH3:50])[CH2:12][CH2:13][C@@:14]3([C:31]([N:33]4[CH2:37][CH2:36][CH2:35][C@H:34]4[C:38]4[NH:39][C:40]([C:43]5[CH:48]=[CH:47][C:46]([F:49])=[CH:45][CH:44]=5)=[CH:41][N:42]=4)=[O:32])[CH2:26][CH2:25][C@@H:24]([C:27]4([CH3:30])[CH2:29][CH2:28]4)[C@@H:15]32)[C:6]1([CH3:53])[CH3:52])(=O)C.C(=O)([O-])[O-].[K+].[K+]. Product: [F:49][C:46]1[CH:45]=[CH:44][C:43]([C:40]2[NH:39][C:38]([C@@H:34]3[CH2:35][CH2:36][CH2:37][N:33]3[C:31]([C@:14]34[CH2:26][CH2:25][C@@H:24]([C:27]5([CH3:30])[CH2:29][CH2:28]5)[CH:15]3[C@@H:16]3[C@@:11]([CH3:50])([CH2:12][CH2:13]4)[C@@:10]4([CH3:51])[C@@H:19]([C@:20]5([CH3:23])[C@@H:7]([CH2:8][CH2:9]4)[C:6]([CH3:52])([CH3:53])[C@@H:5]([OH:4])[CH2:22][CH2:21]5)[CH2:18][CH2:17]3)=[O:32])=[N:42][CH:41]=2)=[CH:48][CH:47]=1. The catalyst class is: 5.